Dataset: Catalyst prediction with 721,799 reactions and 888 catalyst types from USPTO. Task: Predict which catalyst facilitates the given reaction. (1) Reactant: Cl[C:2]1[CH:7]=[N:6][C:5]([C:8]([F:11])([F:10])[F:9])=[CH:4][N:3]=1.[CH2:12]([N:19]([CH2:27][C:28]1[CH:33]=[CH:32][CH:31]=[CH:30][CH:29]=1)[C@H:20]1[CH2:24][CH2:23][CH2:22][C@@H:21]1[NH:25][CH3:26])[C:13]1[CH:18]=[CH:17][CH:16]=[CH:15][CH:14]=1.CCN(C(C)C)C(C)C. Product: [CH2:27]([N:19]([CH2:12][C:13]1[CH:18]=[CH:17][CH:16]=[CH:15][CH:14]=1)[C@H:20]1[CH2:24][CH2:23][CH2:22][C@@H:21]1[N:25]([CH3:26])[C:2]1[CH:7]=[N:6][C:5]([C:8]([F:11])([F:10])[F:9])=[CH:4][N:3]=1)[C:28]1[CH:29]=[CH:30][CH:31]=[CH:32][CH:33]=1. The catalyst class is: 148. (2) Reactant: [C:1]1([C:16]2[CH:21]=[CH:20][CH:19]=[CH:18][CH:17]=2)[CH:6]=[CH:5][CH:4]=[CH:3][C:2]=1[C:7]1[CH:15]=[CH:14][CH:13]=[C:12]2[C:8]=1[CH:9]=[CH:10][CH2:11]2.CS(C)=O.[Br:26]N1C(=O)CCC1=O.C1(C)C=CC(S(O)(=O)=O)=CC=1. Product: [C:1]1([C:16]2[CH:17]=[CH:18][CH:19]=[CH:20][CH:21]=2)[CH:6]=[CH:5][CH:4]=[CH:3][C:2]=1[C:7]1[CH:15]=[CH:14][CH:13]=[C:12]2[C:8]=1[CH:9]=[C:10]([Br:26])[CH2:11]2. The catalyst class is: 6.